From a dataset of Experimentally validated miRNA-target interactions with 360,000+ pairs, plus equal number of negative samples. Binary Classification. Given a miRNA mature sequence and a target amino acid sequence, predict their likelihood of interaction. (1) Result: 1 (interaction). The protein sequence of the target gene is MAVLARQLQRLLWTACKKKEREKEGREEEEEEEAGRRAPEGPRSLLTAPRRAQRPHGGAEASGGLRFGASAAQGWRARMEDAHCTWLSLPGLPPGWALFAVLDGHGGARAARFGARHLPGHVLQELGPEPSEPEGVREALRRAFLSADERLRSLWPRVETGGCTAVVLLVSPRFLYLAHCGDSRAVLSRAGAVAFSTEDHRPLRPRERERIHAAGGTIRRRRVEGSLAVSRALGDFTYKEAPGRPPELQLVSAEPEVAALARQAEDEFMLLASDGVWDTVSGAALAGLVASRLRLGLAPE.... The miRNA is hsa-miR-4674 with sequence CUGGGCUCGGGACGCGCGGCU. (2) The miRNA is hsa-miR-1296-5p with sequence UUAGGGCCCUGGCUCCAUCUCC. The protein sequence of the target gene is MSLQAPSRLLELAGQSLLRNQFLTIFTLDELPREVFPLMFMEAFSMRRFEALKLMVQAWPFLRLPLGSLMKTPHLETLQAVLRGLDTLVAQKVRPRRWKLQVLDLRDVDENFWTIWSGARVLSCSPEAMSKRQTVEDCPRMGERQPLKVFIDLCLKESTLDECLSYLFGWIHYRRGLVHLCCSKVQNYSMPTSSFRNLLERIYPDSIQELEVWKKCSLNKTGKFAPYLSQMSNLRELFLAFGYERELYVSVQWPCIPDLDSPFLCLYYPQMLYIKKISNIKEHLEHLLRYLKNPLGAFIF.... Result: 0 (no interaction). (3) The miRNA is hsa-miR-4684-5p with sequence CUCUCUACUGACUUGCAACAUA. The protein sequence of the target gene is MQRLGATLLCLLLAAAVPTAPAPAPTATSAPVKPGPALSYPQEEATLNEMFREVEELMEDTQHKLRSAVEEMEAEEAAAKASSEVNLANLPPSYHNETNTDTKVGNNTIHVHREIHKITNNQTGQMVFSETVITSVGDEEGRRSHECIIDEDCGPSMYCQFASFQYTCQPCRGQRMLCTRDSECCGDQLCVWGHCTKMATRGSNGTICDNQRDCQPGLCCAFQRGLLFPVCTPLPVEGELCHDPASRLLDLITWELEPDGALDRCPCASGLLCQPHSHSLVYVCKPTFVGSRDQDGEILL.... Result: 1 (interaction). (4) The miRNA is hsa-miR-3678-5p with sequence UCCGUACAAACUCUGCUGUG. The protein sequence of the target gene is MIEDSGKRGNTMAERRQLFAEMRAQDLDRIRLSTYRTACKLRFVQKKCNLHLVDIWNVIEALRENALNNLDPNIELNVARLEAVLSTIFYQLNKRMPTTHQIHVEQSISLLLNFLLAAFDPEGHGKISVFAVKMALATLCGGKIMDKLRYIFSMISDSSGVMVYGRYDQFLREVLKLPTAVFEGPSFGYTEQSARSCFSQQKKVTLNGFLDTLMSDPPPQCLVWLPLLHRLANVENVFHPVECSYCHSESMMGFRYRCQQCHNYQLCQDCFWRGHAGGSHSNQHQMKEYTSWKSPAKKLT.... Result: 0 (no interaction). (5) The miRNA is hsa-miR-4457 with sequence UCACAAGGUAUUGACUGGCGUA. The protein sequence of the target gene is MERQVLLSEPEEAAALYRGLSRQPALSAACLGPEVTTQYGGQYRTVHTEWTQRDLERMENIRFCRQYLVFHDGDSVVFAGPAGNSVETRGELLSRESPSGTMKAVLRKAGGTGPGEEKQFLEVWEKNRKLKSFNLSALEKHGPVYEDDCFGCLSWSHSETHLLYVAEKKRPKAESFFQTKALDVSASDDEIARLKKPDQAIKGDQFVFYEDWGENMVSKSIPVLCVLDVESGNISVLEGVPENVSPGQAFWAPGDAGVVFVGWWHEPFRLGIRFCTNRRSALYYVDLIGGKCELLSDDSL.... Result: 0 (no interaction). (6) The miRNA is hsa-miR-6873-3p with sequence UUCUCUCUGUCUUUCUCUCUCAG. The protein sequence of the target gene is MVLSGSFRNDGLKASDVLPILKEKVAFVSGGRDKRGGPILTFPARSNHDRIRQEDLRKLVTYLASVPSEDVCKRGFTVIIDMRGSKWDLIKPLLKTLQEAFPAEIHVALIIKPDNFWQKQKTNFGSSKFIFETSMVSVEGLTKLVDPSQLTEEFDGSLDYNHEEWIELRLSLEEFFNSAVHLLSRLEDLQEMLARKEFPVDVEGSRRLIDEHTQLKKKVLKAPVEELDREGQRLLQCIRCSDGFSGRNCIPGSADFQSLVPKITSLLDKLHSTRQHLHQMWHVRKLKLDQCFQLRLFEQD.... Result: 0 (no interaction).